This data is from Full USPTO retrosynthesis dataset with 1.9M reactions from patents (1976-2016). The task is: Predict the reactants needed to synthesize the given product. The reactants are: [F:1][C:2]1[CH:7]=[CH:6][C:5]([CH2:8][C:9]#[N:10])=[CH:4][CH:3]=1.[NH2:11][OH:12]. Given the product [F:1][C:2]1[CH:7]=[CH:6][C:5]([CH2:8][C:9]([NH:11][OH:12])=[NH:10])=[CH:4][CH:3]=1, predict the reactants needed to synthesize it.